Dataset: Peptide-MHC class I binding affinity with 185,985 pairs from IEDB/IMGT. Task: Regression. Given a peptide amino acid sequence and an MHC pseudo amino acid sequence, predict their binding affinity value. This is MHC class I binding data. (1) The peptide sequence is ISKANWMTY. The MHC is HLA-B51:01 with pseudo-sequence HLA-B51:01. The binding affinity (normalized) is 0.0847. (2) The peptide sequence is ARWMISSAL. The MHC is HLA-C14:02 with pseudo-sequence HLA-C14:02. The binding affinity (normalized) is 0.686. (3) The peptide sequence is SLAADLEKL. The MHC is HLA-A02:02 with pseudo-sequence HLA-A02:02. The binding affinity (normalized) is 1.00.